Dataset: Reaction yield outcomes from USPTO patents with 853,638 reactions. Task: Predict the reaction yield, written as a fraction of the theoretical maximum amount of product (1.0 means a 100% yield; for example, 0.34 means a 34% yield). The reactants are [F:1][C:2]1[CH:3]=[C:4]([CH:17]=[C:18]([F:20])[CH:19]=1)[C:5]([O:7][C:8]12[CH2:14][C:11]([CH2:15][OH:16])([CH2:12][CH2:13]1)[CH2:10][CH2:9]2)=[O:6].CC(OI1(OC(C)=O)(OC(C)=O)OC(=O)C2C=CC=CC1=2)=O. The catalyst is C(Cl)Cl. The product is [F:1][C:2]1[CH:3]=[C:4]([CH:17]=[C:18]([F:20])[CH:19]=1)[C:5]([O:7][C:8]12[CH2:14][C:11]([CH:15]=[O:16])([CH2:10][CH2:9]1)[CH2:12][CH2:13]2)=[O:6]. The yield is 0.940.